Dataset: Reaction yield outcomes from USPTO patents with 853,638 reactions. Task: Predict the reaction yield, written as a fraction of the theoretical maximum amount of product (1.0 means a 100% yield; for example, 0.34 means a 34% yield). The reactants are [CH2:1]([N:8]1[C:16]2[C:11](=[CH:12][C:13]([N+:17]([O-])=O)=[CH:14][CH:15]=2)[CH:10]=[CH:9]1)[C:2]1[CH:7]=[CH:6][CH:5]=[CH:4][CH:3]=1.[H][H]. The catalyst is C(OCC)(=O)C.CO.[Pd]. The product is [NH2:17][C:13]1[CH:12]=[C:11]2[C:16](=[CH:15][CH:14]=1)[N:8]([CH2:1][C:2]1[CH:3]=[CH:4][CH:5]=[CH:6][CH:7]=1)[CH:9]=[CH:10]2. The yield is 0.910.